This data is from Retrosynthesis with 50K atom-mapped reactions and 10 reaction types from USPTO. The task is: Predict the reactants needed to synthesize the given product. (1) Given the product O=C(O)CCCCCCCCCCCOC1CCCCO1, predict the reactants needed to synthesize it. The reactants are: C1=COCCC1.O=C(O)CCCCCCCCCCCO. (2) Given the product Nc1ccc(N2CCCCC2)cc1N, predict the reactants needed to synthesize it. The reactants are: Nc1cc(N2CCCCC2)ccc1[N+](=O)[O-]. (3) Given the product CCc1nn(Cc2cccc(OCCNC(=O)OC(C)(C)C)n2)c2cccc(NC(=O)c3cnc4ccccn34)c12, predict the reactants needed to synthesize it. The reactants are: CC(C)(C)OC(=O)NCCOS(C)(=O)=O.CCc1nn(Cc2cccc(O)n2)c2cccc(NC(=O)c3cnc4ccccn34)c12. (4) Given the product COc1cccc2c1CCC2NCc1nc(-c2ccccc2)c(-c2ccccc2)o1, predict the reactants needed to synthesize it. The reactants are: COc1cccc2c1CCC2N(Cc1nc(-c2ccccc2)c(-c2ccccc2)o1)C(=O)C(F)(F)F. (5) Given the product NCc1ccc(N2C(=O)C(CC(=O)NCc3ccccc3F)C(=O)N(Cc3ccc(O)cc3)c3ccccc32)cc1, predict the reactants needed to synthesize it. The reactants are: CC(C)(C)OC(=O)NCc1ccc(N2C(=O)C(CC(=O)NCc3ccccc3F)C(=O)N(Cc3ccc(O)cc3)c3ccccc32)cc1. (6) Given the product COc1ccc(C=O)c(-c2ccc(O[Si](C)(C)C(C)(C)C)cc2)c1O, predict the reactants needed to synthesize it. The reactants are: CC(C)(C)[Si](C)(C)Oc1ccc(B2OB(c3ccc(O[Si](C)(C)C(C)(C)C)cc3)OB(c3ccc(O[Si](C)(C)C(C)(C)C)cc3)O2)cc1.COc1ccc(C=O)c(Br)c1O.Cc1cc(C(C)(C)C)c(O)c(C(C)(C)C)c1. (7) Given the product COC(=O)c1cc(F)c(NS(=O)(=O)c2ccc(-c3cnc(C4CCOCC4)nc3)cc2)cc1F, predict the reactants needed to synthesize it. The reactants are: COC(=O)c1cc(F)c(NS(=O)(=O)c2ccc(-c3cnc(C4=CCOCC4)nc3)cc2)cc1F.